This data is from NCI-60 drug combinations with 297,098 pairs across 59 cell lines. The task is: Regression. Given two drug SMILES strings and cell line genomic features, predict the synergy score measuring deviation from expected non-interaction effect. (1) Drug 1: CCC1=CC2CC(C3=C(CN(C2)C1)C4=CC=CC=C4N3)(C5=C(C=C6C(=C5)C78CCN9C7C(C=CC9)(C(C(C8N6C)(C(=O)OC)O)OC(=O)C)CC)OC)C(=O)OC.C(C(C(=O)O)O)(C(=O)O)O. Drug 2: CN(CCCl)CCCl.Cl. Cell line: DU-145. Synergy scores: CSS=54.0, Synergy_ZIP=-2.82, Synergy_Bliss=-0.660, Synergy_Loewe=-6.66, Synergy_HSA=-0.572. (2) Cell line: A549. Drug 2: CC1CCC2CC(C(=CC=CC=CC(CC(C(=O)C(C(C(=CC(C(=O)CC(OC(=O)C3CCCCN3C(=O)C(=O)C1(O2)O)C(C)CC4CCC(C(C4)OC)O)C)C)O)OC)C)C)C)OC. Drug 1: CC1OCC2C(O1)C(C(C(O2)OC3C4COC(=O)C4C(C5=CC6=C(C=C35)OCO6)C7=CC(=C(C(=C7)OC)O)OC)O)O. Synergy scores: CSS=49.7, Synergy_ZIP=-5.09, Synergy_Bliss=-6.42, Synergy_Loewe=2.39, Synergy_HSA=3.58. (3) Drug 1: C1=C(C(=O)NC(=O)N1)N(CCCl)CCCl. Drug 2: C1=CC(=CC=C1CCCC(=O)O)N(CCCl)CCCl. Cell line: EKVX. Synergy scores: CSS=7.52, Synergy_ZIP=-0.331, Synergy_Bliss=2.53, Synergy_Loewe=-0.0370, Synergy_HSA=4.73. (4) Drug 1: C1CN1P(=S)(N2CC2)N3CC3. Drug 2: CC1=C(C=C(C=C1)NC(=O)C2=CC=C(C=C2)CN3CCN(CC3)C)NC4=NC=CC(=N4)C5=CN=CC=C5. Cell line: SR. Synergy scores: CSS=48.2, Synergy_ZIP=1.96, Synergy_Bliss=0.640, Synergy_Loewe=-21.8, Synergy_HSA=-2.73.